The task is: Predict the product of the given reaction.. This data is from Forward reaction prediction with 1.9M reactions from USPTO patents (1976-2016). (1) Given the reactants [CH3:1][C@H:2]1[N:7]([C:8]2[CH:13]=[CH:12][C:11]([C:14]([F:17])([F:16])[F:15])=[CH:10][N:9]=2)[CH2:6][CH2:5][N:4]([CH2:18][C:19]2[C:20]([C:24]3[CH:25]=[C:26]([C:29]#[N:30])[NH:27][CH:28]=3)=[N:21][NH:22][CH:23]=2)[CH2:3]1.C([O-])([O-])=[O:32].[K+].[K+].OO, predict the reaction product. The product is: [CH3:1][CH:2]1[N:7]([C:8]2[CH:13]=[CH:12][C:11]([C:14]([F:16])([F:15])[F:17])=[CH:10][N:9]=2)[CH2:6][CH2:5][N:4]([CH2:18][C:19]2[C:20]([C:24]3[CH:25]=[C:26]([C:29]([NH2:30])=[O:32])[NH:27][CH:28]=3)=[N:21][NH:22][CH:23]=2)[CH2:3]1. (2) Given the reactants [Br:1][C:2]1[N:7]=[CH:6][C:5]([NH2:8])=[CH:4][CH:3]=1.C(O)(=O)C.[F:13][C:14]1[CH:21]=[CH:20][CH:19]=[C:18]([F:22])[C:15]=1[CH:16]=O.C([BH3-])#N.[Na+], predict the reaction product. The product is: [Br:1][C:2]1[N:7]=[CH:6][C:5]([NH:8][CH2:16][C:15]2[C:14]([F:13])=[CH:21][CH:20]=[CH:19][C:18]=2[F:22])=[CH:4][CH:3]=1. (3) Given the reactants O[CH2:2][C@H:3]([NH:23][C:24](=[O:33])[O:25][CH2:26][C:27]1[CH:32]=[CH:31][CH:30]=[CH:29][CH:28]=1)[C@H:4]([C:6](=[O:22])[NH:7][C:8]1[CH:13]=[CH:12][C:11]([N:14]2[CH2:19][CH2:18][O:17][CH2:16][C:15]2=[O:20])=[C:10]([CH3:21])[CH:9]=1)[CH3:5].N(C(OC(C)(C)C)=O)=NC(OC(C)(C)C)=O.C(P(CCCC)CCCC)CCC, predict the reaction product. The product is: [CH3:5][C@H:4]1[C:6](=[O:22])[N:7]([C:8]2[CH:13]=[CH:12][C:11]([N:14]3[CH2:19][CH2:18][O:17][CH2:16][C:15]3=[O:20])=[C:10]([CH3:21])[CH:9]=2)[CH2:2][C@@H:3]1[NH:23][C:24](=[O:33])[O:25][CH2:26][C:27]1[CH:32]=[CH:31][CH:30]=[CH:29][CH:28]=1. (4) Given the reactants [BH4-].[Na+].[CH:3]([C@H:6]([CH2:12]/[CH:13]=[CH:14]/[CH2:15][C@H:16]([C:20](=[O:35])[C:21]1[CH:26]=[CH:25][C:24]([O:27][CH3:28])=[C:23]([O:29][CH2:30][CH2:31][CH2:32][O:33][CH3:34])[CH:22]=1)[CH:17]([CH3:19])[CH3:18])[C:7]([N:9]([CH3:11])[CH3:10])=[O:8])([CH3:5])[CH3:4].[Cl-].[NH4+].C(OCC)(=O)C, predict the reaction product. The product is: [OH:35][CH:20]([C:21]1[CH:26]=[CH:25][C:24]([O:27][CH3:28])=[C:23]([O:29][CH2:30][CH2:31][CH2:32][O:33][CH3:34])[CH:22]=1)[C@H:16]([CH:17]([CH3:19])[CH3:18])[CH2:15]/[CH:14]=[CH:13]/[CH2:12][C@@H:6]([CH:3]([CH3:5])[CH3:4])[C:7]([N:9]([CH3:11])[CH3:10])=[O:8]. (5) Given the reactants [CH2:1]([O:8][C:9]1[CH:14]=[CH:13][C:12]([I:15])=[CH:11][C:10]=1[CH2:16][C@H:17]([NH:21]C(OC(C)(C)C)=O)[C:18]([OH:20])=[O:19])[C:2]1[CH:7]=[CH:6][CH:5]=[CH:4][CH:3]=1.[ClH:29], predict the reaction product. The product is: [ClH:29].[NH2:21][C@@H:17]([CH2:16][C:10]1[CH:11]=[C:12]([I:15])[CH:13]=[CH:14][C:9]=1[O:8][CH2:1][C:2]1[CH:7]=[CH:6][CH:5]=[CH:4][CH:3]=1)[C:18]([OH:20])=[O:19]. (6) Given the reactants [CH3:1][C:2]1[CH:28]=[CH:27][C:5]([NH:6][C:7]2[CH:15]=[C:14]([C:16]([OH:18])=O)[C:13]([NH:19][C:20]3[CH:25]=[CH:24][C:23]([CH3:26])=[CH:22][CH:21]=3)=[CH:12][C:8]=2[C:9](O)=[O:10])=[CH:4][CH:3]=1.P(=O)(O)(O)O.CO, predict the reaction product. The product is: [CH3:1][C:2]1[CH:28]=[CH:27][C:5]2[NH:6][C:7]3[C:8]([C:9](=[O:10])[C:4]=2[CH:3]=1)=[CH:12][C:13]1[NH:19][C:20]2[CH:25]=[CH:24][C:23]([CH3:26])=[CH:22][C:21]=2[C:16](=[O:18])[C:14]=1[CH:15]=3.